Dataset: Forward reaction prediction with 1.9M reactions from USPTO patents (1976-2016). Task: Predict the product of the given reaction. (1) Given the reactants [F:1][C:2]1[C:7]([F:8])=[C:6]([O:9][CH2:10][CH2:11][N:12]([CH2:14][CH2:15][O:16][CH3:17])[CH3:13])[CH:5]=[CH:4][C:3]=1/[CH:18]=[N:19]/[N:20]([CH3:29])[C:21]1([C:25]([O:27][CH3:28])=[O:26])[CH2:24][CH2:23][CH2:22]1.CS(O)(=O)=O.B.C(C1C=CC(C)=NC=1)C.[OH-].[Na+].P([O-])([O-])([O-])=O.[K+].[K+].[K+], predict the reaction product. The product is: [F:1][C:2]1[C:7]([F:8])=[C:6]([O:9][CH2:10][CH2:11][N:12]([CH2:14][CH2:15][O:16][CH3:17])[CH3:13])[CH:5]=[CH:4][C:3]=1[CH2:18][NH:19][N:20]([CH3:29])[C:21]1([C:25]([O:27][CH3:28])=[O:26])[CH2:22][CH2:23][CH2:24]1. (2) Given the reactants [CH3:1]C(C)([O-])C.[K+].[Cl:7][C:8]1[C:9]([O:19][CH:20]2[CH2:25][CH2:24][C:23](=O)[CH2:22][CH2:21]2)=[CH:10][C:11]([F:18])=[C:12]([CH:17]=1)[C:13]([O:15][CH3:16])=[O:14], predict the reaction product. The product is: [Cl:7][C:8]1[C:9]([O:19][CH:20]2[CH2:25][CH2:24][C:23](=[CH2:1])[CH2:22][CH2:21]2)=[CH:10][C:11]([F:18])=[C:12]([CH:17]=1)[C:13]([O:15][CH3:16])=[O:14]. (3) Given the reactants CN(C)C=[C:4](C1C=CC=CC=1)[C:5]([C:7]1[CH:12]=[CH:11][CH:10]=[CH:9][CH:8]=1)=O.Cl.[CH3:21][NH:22][C:23]([NH2:25])=[NH:24].[C:26](=O)([O-])[O-].[K+].[K+].[C:32]1(C)[C:33](C)=[CH:34][CH:35]=[CH:36][CH:37]=1, predict the reaction product. The product is: [C:32]1([C:21]2[C:5]([C:7]3[CH:12]=[CH:11][CH:10]=[CH:9][CH:8]=3)=[CH:4][N:24]=[C:23]([NH:25][CH3:26])[N:22]=2)[CH:33]=[CH:34][CH:35]=[CH:36][CH:37]=1. (4) The product is: [CH2:24]([NH:31][C:6]1[C:5]([N+:16]([O-:18])=[O:17])=[C:4]([C:19]2[O:20][CH:21]=[CH:22][CH:23]=2)[N:3]=[C:2]([NH2:1])[N:7]=1)[C:25]1[CH:30]=[CH:29][CH:28]=[CH:27][CH:26]=1. Given the reactants [NH2:1][C:2]1[N:7]=[C:6](OS(C(F)(F)F)(=O)=O)[C:5]([N+:16]([O-:18])=[O:17])=[C:4]([C:19]2[O:20][CH:21]=[CH:22][CH:23]=2)[N:3]=1.[CH2:24]([NH2:31])[C:25]1[CH:30]=[CH:29][CH:28]=[CH:27][CH:26]=1, predict the reaction product.